Dataset: Forward reaction prediction with 1.9M reactions from USPTO patents (1976-2016). Task: Predict the product of the given reaction. (1) Given the reactants FC(F)(F)C(O)=O.[CH3:8][C:9]1[CH:10]=[CH:11][C:12]([C:15]2[N:19]([C:20]3[CH:21]=[N:22][CH:23]=[CH:24][CH:25]=3)[N:18]=[C:17]([C:26]([N:28]3[CH2:33][CH2:32][CH2:31][CH2:30][CH:29]3[C:34]3([NH:37]C(OC(C)(C)C)=O)[CH2:36][CH2:35]3)=[O:27])[CH:16]=2)=[N:13][CH:14]=1, predict the reaction product. The product is: [CH3:8][C:9]1[CH:10]=[CH:11][C:12]([C:15]2[N:19]([C:20]3[CH:21]=[N:22][CH:23]=[CH:24][CH:25]=3)[N:18]=[C:17]([C:26]([N:28]3[CH2:33][CH2:32][CH2:31][CH2:30][CH:29]3[C:34]3([NH2:37])[CH2:36][CH2:35]3)=[O:27])[CH:16]=2)=[N:13][CH:14]=1. (2) Given the reactants [CH2:1]([O:8][C:9]1[CH:14]=[CH:13][C:12]([N:15]2[C:19]([CH3:20])=[C:18]([C:21]([OH:23])=O)[N:17]=[C:16]2[C:24]2[CH:29]=[CH:28][C:27]([Cl:30])=[CH:26][C:25]=2[Cl:31])=[CH:11][CH:10]=1)[C:2]1[CH:7]=[CH:6][CH:5]=[CH:4][CH:3]=1.C(Cl)(=O)C(Cl)=O.[F:38][C:39]([F:48])([F:47])[C:40]1[N:45]=[CH:44][C:43]([NH2:46])=[CH:42][CH:41]=1, predict the reaction product. The product is: [CH2:1]([O:8][C:9]1[CH:10]=[CH:11][C:12]([N:15]2[C:19]([CH3:20])=[C:18]([C:21]([NH:46][C:43]3[CH:44]=[N:45][C:40]([C:39]([F:48])([F:38])[F:47])=[CH:41][CH:42]=3)=[O:23])[N:17]=[C:16]2[C:24]2[CH:29]=[CH:28][C:27]([Cl:30])=[CH:26][C:25]=2[Cl:31])=[CH:13][CH:14]=1)[C:2]1[CH:3]=[CH:4][CH:5]=[CH:6][CH:7]=1. (3) Given the reactants [NH2:1][CH2:2][C:3]1[CH:8]=[CH:7][C:6]([N:9]2[CH:12]([C:13]3[CH:18]=[CH:17][C:16]([O:19][CH3:20])=[CH:15][CH:14]=3)[CH:11]([CH2:21][CH2:22][CH:23]([C:25]3[CH:30]=[CH:29][C:28]([F:31])=[CH:27][CH:26]=3)[OH:24])[C:10]2=[O:32])=[CH:5][CH:4]=1.[C:33](O)(=[O:47])[CH2:34][CH2:35][CH2:36][CH2:37][CH2:38][CH2:39][CH2:40][CH2:41][CH2:42][CH2:43][C:44]([OH:46])=[O:45].C(N=C=NC(C)C)(C)C.OC1C2N=NNC=2C=CC=1, predict the reaction product. The product is: [F:31][C:28]1[CH:27]=[CH:26][C:25]([CH:23]([OH:24])[CH2:22][CH2:21][CH:11]2[C:10](=[O:32])[N:9]([C:6]3[CH:7]=[CH:8][C:3]([CH2:2][NH:1][C:33]([CH2:34][CH2:35][CH2:36][CH2:37][CH2:38][CH2:39][CH2:40][CH2:41][CH2:42][CH2:43][C:44]([OH:46])=[O:45])=[O:47])=[CH:4][CH:5]=3)[CH:12]2[C:13]2[CH:18]=[CH:17][C:16]([O:19][CH3:20])=[CH:15][CH:14]=2)=[CH:30][CH:29]=1. (4) Given the reactants Cl.[NH:2]1[CH:6]=[C:5]([CH2:7][C:8]([OH:10])=O)[N:4]=[CH:3]1.[NH2:11][C@@H:12]([CH2:29][O:30][CH2:31][C:32]1[CH:37]=[CH:36][CH:35]=[CH:34][CH:33]=1)[C:13]([NH:15][C:16]1[CH:21]=[CH:20][CH:19]=[C:18]([O:22][C:23]2[CH:28]=[CH:27][CH:26]=[CH:25][CH:24]=2)[CH:17]=1)=[O:14], predict the reaction product. The product is: [NH:2]1[CH:6]=[C:5]([CH2:7][C:8]([NH:11][C@@H:12]([CH2:29][O:30][CH2:31][C:32]2[CH:37]=[CH:36][CH:35]=[CH:34][CH:33]=2)[C:13]([NH:15][C:16]2[CH:21]=[CH:20][CH:19]=[C:18]([O:22][C:23]3[CH:28]=[CH:27][CH:26]=[CH:25][CH:24]=3)[CH:17]=2)=[O:14])=[O:10])[N:4]=[CH:3]1. (5) Given the reactants [CH3:1][O:2][C:3](=[O:15])[CH2:4][CH2:5][CH2:6][CH2:7][CH2:8][C:9]1[CH:14]=[CH:13][CH:12]=[CH:11][CH:10]=1.CCCCCC.C([N-]C(C)C)(C)C.[Li+].O1CCCC1.[CH2:35](Br)[C:36]1[CH:41]=[CH:40][CH:39]=[CH:38][CH:37]=1, predict the reaction product. The product is: [CH3:1][O:2][C:3](=[O:15])[CH:4]([CH2:35][C:36]1[CH:41]=[CH:40][CH:39]=[CH:38][CH:37]=1)[CH2:5][CH2:6][CH2:7][CH2:8][C:9]1[CH:10]=[CH:11][CH:12]=[CH:13][CH:14]=1.